From a dataset of Retrosynthesis with 50K atom-mapped reactions and 10 reaction types from USPTO. Predict the reactants needed to synthesize the given product. (1) Given the product C#Cc1cnc2[nH]ccc2c1, predict the reactants needed to synthesize it. The reactants are: C[Si](C)(C)C#Cc1cnc2[nH]ccc2c1. (2) Given the product COc1ncnc(N2CCc3ccccc3CC2)c1[N+](=O)[O-], predict the reactants needed to synthesize it. The reactants are: C[O-].O=[N+]([O-])c1c(Cl)ncnc1N1CCc2ccccc2CC1. (3) Given the product CNC[C@@H]1CN(C(=O)OC(C)(C)C)C[C@H]1CN(C(=O)c1ccc(OC)c(OCCCOC)c1)C(C)C, predict the reactants needed to synthesize it. The reactants are: CN.COCCCOc1cc(C(=O)N(C[C@@H]2CN(C(=O)OC(C)(C)C)C[C@H]2C=O)C(C)C)ccc1OC. (4) Given the product O=C1C[C@@H](C(=O)N[C@@H](Cc2c[nH]cn2)C(=O)N2CCC[C@H]2C(=O)O)N1, predict the reactants needed to synthesize it. The reactants are: O=C1C[C@@H](C(=O)N[C@@H](Cc2c[nH]cn2)C(=O)N2CCC[C@H]2C(=O)OCc2ccccc2)N1. (5) The reactants are: COC(=O)Cl.Fc1cccc(COc2ccc3c(c2)CCNCC3)c1. Given the product COC(=O)N1CCc2ccc(OCc3cccc(F)c3)cc2CC1, predict the reactants needed to synthesize it. (6) Given the product CN(C)[C@H]1CC[C@H](CNc2c(C(=O)C3CC3)cnc3ccc(Br)cc23)CC1, predict the reactants needed to synthesize it. The reactants are: CN(C)[C@H]1CC[C@H](CN)CC1.O=C(c1cnc2ccc(Br)cc2c1Cl)C1CC1.